This data is from Forward reaction prediction with 1.9M reactions from USPTO patents (1976-2016). The task is: Predict the product of the given reaction. (1) Given the reactants C(OC([N:8]1[C:16]2[C:11](=[CH:12][CH:13]=[CH:14][CH:15]=2)[CH:10]=[C:9]1[C:17]1[CH:22]=[CH:21][C:20]([CH2:23][CH3:24])=[C:19]([S:25](=[O:34])(=[O:33])[NH:26][CH:27]2[CH2:32][CH2:31][CH2:30][CH2:29][CH2:28]2)[CH:18]=1)=O)(C)(C)C, predict the reaction product. The product is: [CH:27]1([NH:26][S:25]([C:19]2[CH:18]=[C:17]([C:9]3[NH:8][C:16]4[C:11]([CH:10]=3)=[CH:12][CH:13]=[CH:14][CH:15]=4)[CH:22]=[CH:21][C:20]=2[CH2:23][CH3:24])(=[O:33])=[O:34])[CH2:32][CH2:31][CH2:30][CH2:29][CH2:28]1. (2) Given the reactants [F:1][C:2]1[CH:7]=[CH:6][C:5]([N:8]2[CH:12]=[CH:11][C:10]([NH2:13])=[N:9]2)=[CH:4][CH:3]=1.C[Al](C)C.C([O:20][C:21]([C:23]1[C:28]([NH:29][C:30]2[CH:31]=[N:32][CH:33]=[N:34][CH:35]=2)=[CH:27][CH:26]=[C:25]([CH3:36])[N:24]=1)=O)C.O, predict the reaction product. The product is: [F:1][C:2]1[CH:3]=[CH:4][C:5]([N:8]2[CH:12]=[CH:11][C:10]([NH:13][C:21]([C:23]3[C:28]([NH:29][C:30]4[CH:35]=[N:34][CH:33]=[N:32][CH:31]=4)=[CH:27][CH:26]=[C:25]([CH3:36])[N:24]=3)=[O:20])=[N:9]2)=[CH:6][CH:7]=1. (3) Given the reactants [Cl:1][C:2]1[CH:3]=[N+:4]([O-:34])[CH:5]=[C:6]([Cl:33])[C:7]=1[CH2:8][C@@H:9]([C:18]1[CH:23]=[CH:22][C:21]([O:24][CH:25]([F:27])[F:26])=[C:20]([O:28][CH2:29][CH:30]2[CH2:32][CH2:31]2)[CH:19]=1)[O:10][C:11]([CH:13]1[NH:17][CH2:16][CH2:15][S:14]1)=[O:12].Cl[S:36]([C:39]1[CH:40]=[CH:41][C:42]([O:48][CH3:49])=[C:43]([CH:47]=1)[C:44]([OH:46])=[O:45])(=[O:38])=[O:37], predict the reaction product. The product is: [C:44]([C:43]1[CH:47]=[C:39]([S:36]([N:17]2[CH2:16][CH2:15][S:14][CH:13]2[C:11]([O:10][C@H:9]([C:18]2[CH:23]=[CH:22][C:21]([O:24][CH:25]([F:27])[F:26])=[C:20]([O:28][CH2:29][CH:30]3[CH2:32][CH2:31]3)[CH:19]=2)[CH2:8][C:7]2[C:6]([Cl:33])=[CH:5][N+:4]([O-:34])=[CH:3][C:2]=2[Cl:1])=[O:12])(=[O:37])=[O:38])[CH:40]=[CH:41][C:42]=1[O:48][CH3:49])([OH:46])=[O:45]. (4) Given the reactants [C:1]([C:5]1[CH:10]=[CH:9][C:8]([N:11]=[C:12]=[O:13])=[CH:7][CH:6]=1)([CH3:4])([CH3:3])[CH3:2].[NH2:14][C:15]1[CH:32]=[CH:31][C:18]([O:19][C:20]2[CH:25]=[CH:24][N:23]=[C:22]([NH:26][CH2:27][CH2:28][CH2:29][OH:30])[N:21]=2)=[CH:17][CH:16]=1, predict the reaction product. The product is: [C:1]([C:5]1[CH:10]=[CH:9][C:8]([NH:11][C:12]([NH:14][C:15]2[CH:16]=[CH:17][C:18]([O:19][C:20]3[CH:25]=[CH:24][N:23]=[C:22]([NH:26][CH2:27][CH2:28][CH2:29][OH:30])[N:21]=3)=[CH:31][CH:32]=2)=[O:13])=[CH:7][CH:6]=1)([CH3:4])([CH3:2])[CH3:3]. (5) Given the reactants [CH3:1][O:2][C:3]1[C:4]([N+:15]([O-])=O)=[C:5]([CH:8]=[CH:9][C:10]=1[O:11][CH2:12][O:13][CH3:14])[C:6]#[N:7], predict the reaction product. The product is: [NH2:15][C:4]1[C:3]([O:2][CH3:1])=[C:10]([O:11][CH2:12][O:13][CH3:14])[CH:9]=[CH:8][C:5]=1[C:6]#[N:7].